Dataset: Reaction yield outcomes from USPTO patents with 853,638 reactions. Task: Predict the reaction yield, written as a fraction of the theoretical maximum amount of product (1.0 means a 100% yield; for example, 0.34 means a 34% yield). (1) The reactants are [CH3:1][C:2]1[C:16](=[O:17])[N:15]=[C:14]2[N:4]([C@@H:5]3[O:9][C@H:8]([CH2:10][OH:11])[C@@H:7]([OH:12])[C@@H:6]3[O:13]2)[CH:3]=1.[CH3:18][O:19][CH2:20][CH2:21][O:22]B([O:22][CH2:21][CH2:20][O:19][CH3:18])[O:22][CH2:21][CH2:20][O:19][CH3:18]. The catalyst is COCCO. The product is [CH3:18][O:19][CH2:20][CH2:21][O:22][C@@H:6]1[C@H:7]([OH:12])[C@@H:8]([CH2:10][OH:11])[O:9][C@H:5]1[N:4]1[CH:3]=[C:2]([CH3:1])[C:16](=[O:17])[NH:15][C:14]1=[O:13]. The yield is 0.630. (2) The reactants are [OH-].[Na+].[F:3][C:4]1[CH:9]=[C:8]([O:10][CH3:11])[CH:7]=[C:6]([F:12])[C:5]=1[CH:13]([C:19]([O:21]CC)=[O:20])[C:14]([O:16]CC)=[O:15].Cl. The catalyst is CCOCC. The product is [F:3][C:4]1[CH:9]=[C:8]([O:10][CH3:11])[CH:7]=[C:6]([F:12])[C:5]=1[CH:13]([C:19]([OH:21])=[O:20])[C:14]([OH:16])=[O:15]. The yield is 0.880. (3) The reactants are [NH:1]1[CH2:6][CH2:5][CH:4]([CH2:7][CH2:8][OH:9])[CH2:3][CH2:2]1.[N:10]([CH2:13][CH3:14])=[C:11]=[S:12]. The catalyst is C(Cl)Cl. The product is [CH2:13]([NH:10][C:11]([N:1]1[CH2:6][CH2:5][CH:4]([CH2:7][CH2:8][OH:9])[CH2:3][CH2:2]1)=[S:12])[CH3:14]. The yield is 0.840. (4) The reactants are [CH2:1]([O:8][C:9]1[N:14]=[CH:13][C:12]([CH2:15][C:16]2[CH:20]=[C:19]([C:21]3[C:22]([NH2:28])=[N:23][C:24]([NH2:27])=[CH:25][CH:26]=3)[O:18][N:17]=2)=[CH:11][CH:10]=1)[C:2]1[CH:7]=[CH:6][CH:5]=[CH:4][CH:3]=1.[CH2:29]([O:31][C:32](=[O:35])[CH:33]=O)[CH3:30].N1C=CC=CC=1C.B.C(=O)([O-])O.[Na+]. The catalyst is C(O)(=O)C.CN(C)C=O. The product is [CH2:29]([O:31][C:32](=[O:35])[CH2:33][NH:27][C:24]1[CH:25]=[CH:26][C:21]([C:19]2[O:18][N:17]=[C:16]([CH2:15][C:12]3[CH:13]=[N:14][C:9]([O:8][CH2:1][C:2]4[CH:7]=[CH:6][CH:5]=[CH:4][CH:3]=4)=[CH:10][CH:11]=3)[CH:20]=2)=[C:22]([NH2:28])[N:23]=1)[CH3:30]. The yield is 0.0800. (5) The reactants are [Cl:1][C:2]1[C:3]([NH:18][CH:19]2[CH2:26][CH:22]3[CH2:23][NH:24][CH2:25][CH:21]3[CH2:20]2)=[N:4][C:5]([NH:8][C:9]2[CH:10]=[N:11][N:12]([CH2:14][CH:15]3[CH2:17][CH2:16]3)[CH:13]=2)=[N:6][CH:7]=1.[C:27]([CH2:29][C:30](O)=[O:31])#[N:28].CN(C(ON1N=NC2C=CC=NC1=2)=[N+](C)C)C.F[P-](F)(F)(F)(F)F.CCN(CC)CC. The catalyst is C(Cl)Cl.CN(C=O)C. The product is [Cl:1][C:2]1[C:3]([NH:18][CH:19]2[CH2:26][CH:22]3[CH2:23][N:24]([C:30](=[O:31])[CH2:29][C:27]#[N:28])[CH2:25][CH:21]3[CH2:20]2)=[N:4][C:5]([NH:8][C:9]2[CH:10]=[N:11][N:12]([CH2:14][CH:15]3[CH2:17][CH2:16]3)[CH:13]=2)=[N:6][CH:7]=1. The yield is 0.580. (6) The product is [Cl:24][C:20]1[CH:19]=[C:18]([NH:17][C:16]([N:13]2[CH2:14][CH2:15][C:10]3[NH:9][N:8]=[C:7]([C:32]4[CH:33]=[N:34][C:29]([F:28])=[CH:30][CH:31]=4)[C:11]=3[CH2:12]2)=[O:25])[CH:23]=[CH:22][CH:21]=1. The yield is 0.242. The catalyst is O1CCOCC1.C1C=CC(P(C2C=CC=CC=2)[C-]2C=CC=C2)=CC=1.C1C=CC(P(C2C=CC=CC=2)[C-]2C=CC=C2)=CC=1.Cl[Pd]Cl.[Fe+2].C1C=CC(P(C2C=CC=CC=2)[C-]2C=CC=C2)=CC=1.C1C=CC(P(C2C=CC=CC=2)[C-]2C=CC=C2)=CC=1.[Fe+2]. The reactants are FC(F)(F)S(O[C:7]1[C:11]2[CH2:12][N:13]([C:16](=[O:25])[NH:17][C:18]3[CH:23]=[CH:22][CH:21]=[C:20]([Cl:24])[CH:19]=3)[CH2:14][CH2:15][C:10]=2[NH:9][N:8]=1)(=O)=O.[F:28][C:29]1[N:34]=[CH:33][C:32](B(O)O)=[CH:31][CH:30]=1.[O-]P([O-])([O-])=O.[K+].[K+].[K+].O.